From a dataset of Full USPTO retrosynthesis dataset with 1.9M reactions from patents (1976-2016). Predict the reactants needed to synthesize the given product. (1) Given the product [CH3:1][C:2]1[CH:3]=[C:4]([CH:30]=[CH:31][C:32]=1[CH3:33])[CH2:5][CH:6]([CH2:10][C:11]([N:12]1[CH2:13][CH2:14][CH:15]([N:18]2[CH2:27][C:26]3[C:21](=[CH:22][CH:23]=[CH:24][CH:25]=3)[NH:20][C:19]2=[O:28])[CH2:16][CH2:17]1)=[O:29])[C:7]([N:44]1[CH2:45][CH2:46][CH:41]([CH:38]2[CH2:37][CH2:36][N:35]([CH3:34])[CH2:40][CH2:39]2)[CH2:42][CH2:43]1)=[O:9], predict the reactants needed to synthesize it. The reactants are: [CH3:1][C:2]1[CH:3]=[C:4]([CH:30]=[CH:31][C:32]=1[CH3:33])[CH2:5][CH:6]([CH2:10][C:11](=[O:29])[N:12]1[CH2:17][CH2:16][CH:15]([N:18]2[CH2:27][C:26]3[C:21](=[CH:22][CH:23]=[CH:24][CH:25]=3)[NH:20][C:19]2=[O:28])[CH2:14][CH2:13]1)[C:7]([OH:9])=O.[CH3:34][N:35]1[CH2:40][CH2:39][CH:38]([CH:41]2[CH2:46][CH2:45][NH:44][CH2:43][CH2:42]2)[CH2:37][CH2:36]1. (2) The reactants are: [CH2:1]([N:3]([CH2:14][CH3:15])[C:4]1[CH:13]=[CH:12][C:7]([C:8](=[O:11])[CH2:9][Br:10])=[CH:6][CH:5]=1)[CH3:2].O1CCCC1.[N:21]1[CH:26]=[CH:25][CH:24]=[CH:23][CH:22]=1. Given the product [Br-:10].[CH2:1]([N:3]([CH2:14][CH3:15])[C:4]1[CH:13]=[CH:12][C:7]([C:8](=[O:11])[CH2:9][N+:21]2[CH:26]=[CH:25][CH:24]=[CH:23][CH:22]=2)=[CH:6][CH:5]=1)[CH3:2], predict the reactants needed to synthesize it. (3) Given the product [N:1]1([CH2:8][CH2:9][O:10][C:11]2[CH:38]=[CH:37][C:14]([C:15]([C:17]3[C:26]4[C:21](=[CH:22][C:23]([O:27][CH3:28])=[CH:24][CH:25]=4)[CH:20]=[CH:19][C:18]=3[C:41]3[C:40]([F:39])=[CH:45][C:44]([F:46])=[CH:43][C:42]=3[F:47])=[O:16])=[CH:13][CH:12]=2)[CH2:2][CH2:3][CH2:4][CH2:5][CH2:6][CH2:7]1, predict the reactants needed to synthesize it. The reactants are: [N:1]1([CH2:8][CH2:9][O:10][C:11]2[CH:38]=[CH:37][C:14]([C:15]([C:17]3[C:26]4[C:21](=[CH:22][C:23]([O:27][CH3:28])=[CH:24][CH:25]=4)[CH:20]=[CH:19][C:18]=3OS(C(F)(F)F)(=O)=O)=[O:16])=[CH:13][CH:12]=2)[CH2:7][CH2:6][CH2:5][CH2:4][CH2:3][CH2:2]1.[F:39][C:40]1[CH:45]=[C:44]([F:46])[CH:43]=[C:42]([F:47])[C:41]=1B(O)O.P([O-])([O-])([O-])=O.[K+].[K+].[K+]. (4) Given the product [ClH:29].[CH3:1][O:2][C:3]1[CH:8]=[C:7]([CH2:27][CH:23]2[CH2:24][CH2:25][CH2:26][S:22]2)[C:6]([O:9][CH3:10])=[CH:5][C:4]=1[CH2:11][C@H:12]([NH2:14])[CH3:13], predict the reactants needed to synthesize it. The reactants are: [CH3:1][O:2][C:3]1[CH:8]=[CH:7][C:6]([O:9][CH3:10])=[CH:5][C:4]=1[C:11](=O)[C@H:12]([NH:14]C(=O)C(F)(F)F)[CH3:13].[S:22]1[CH:26]=[CH:25][CH:24]=[C:23]1[C:27]([Cl:29])=O. (5) Given the product [CH3:1][O:2][C:3](=[O:11])[CH:4]([Cl:15])[C:5](=[O:10])[CH2:6][CH2:7][CH2:8][CH3:9], predict the reactants needed to synthesize it. The reactants are: [CH3:1][O:2][C:3](=[O:11])[CH2:4][C:5](=[O:10])[CH2:6][CH2:7][CH2:8][CH3:9].S(Cl)([Cl:15])(=O)=O.O. (6) Given the product [CH:28]1[C:29]2[N:30]([CH2:14][CH2:15][C:16]([O:18][CH2:54][CH2:53][N:52]3[C:50]4[CH:51]=[CH:62][CH:57]=[CH:58][C:59]=4[C:60]4[C:55]3=[CH:40][CH:35]=[CH:36][CH:37]=4)=[O:17])[C:31]3[C:23](=[CH:22][CH:21]=[CH:20][CH:19]=3)[C:24]=2[CH:25]=[CH:26][CH:27]=1, predict the reactants needed to synthesize it. The reactants are: C1([CH2:14][CH2:15][C:16]([OH:18])=[O:17])C2NC3C(=CC=CC=3)C=2C=CC=1.[C:19]1(CCO)[C:31]2[NH:30][C:29]3[C:24](=[CH:25][CH:26]=[CH:27][CH:28]=3)[C:23]=2[CH:22]=[CH:21][CH:20]=1.[CH:35]1(N=C=N[CH:35]2[CH2:40]CC[CH2:37][CH2:36]2)[CH2:40]CC[CH2:37][CH2:36]1.[CH2:50]([N:52]([C:55]1[CH:60]=[CH:59][CH:58]=[CH:57]N=1)[CH2:53][CH3:54])[CH3:51].Cl[CH2:62]Cl. (7) Given the product [N:24]1[CH:29]=[CH:28][C:27]([C:2]2[C:3]3[O:23][CH:22]=[CH:21][C:4]=3[C:5](=[O:20])[N:6]([CH2:8][CH2:9][C:10]3[CH:19]=[CH:18][C:17]4[C:12](=[CH:13][CH:14]=[CH:15][CH:16]=4)[N:11]=3)[CH:7]=2)=[CH:26][CH:25]=1, predict the reactants needed to synthesize it. The reactants are: Br[C:2]1[C:3]2[O:23][CH:22]=[CH:21][C:4]=2[C:5](=[O:20])[N:6]([CH2:8][CH2:9][C:10]2[CH:19]=[CH:18][C:17]3[C:12](=[CH:13][CH:14]=[CH:15][CH:16]=3)[N:11]=2)[CH:7]=1.[N:24]1[CH:29]=[CH:28][C:27](B(O)O)=[CH:26][CH:25]=1. (8) Given the product [C:25]([O:28][CH2:29][C:30]1[C:31]([N:46]2[CH2:58][CH2:57][N:49]3[C:50]4[CH2:51][CH2:52][CH2:53][CH2:54][C:55]=4[CH:56]=[C:48]3[C:47]2=[O:59])=[CH:32][C:33]([F:45])=[CH:34][C:35]=1[C:2]1[N:3]=[C:4]([NH:11][C:12]2[CH:17]=[CH:16][C:15]([N:18]3[CH2:23][CH2:22][N:21]([CH3:24])[CH2:20][CH2:19]3)=[CH:14][N:13]=2)[C:5]2[N:6]([CH:8]=[CH:9][N:10]=2)[CH:7]=1)(=[O:27])[CH3:26], predict the reactants needed to synthesize it. The reactants are: Br[C:2]1[N:3]=[C:4]([NH:11][C:12]2[CH:17]=[CH:16][C:15]([N:18]3[CH2:23][CH2:22][N:21]([CH3:24])[CH2:20][CH2:19]3)=[CH:14][N:13]=2)[C:5]2[N:6]([CH:8]=[CH:9][N:10]=2)[CH:7]=1.[C:25]([O:28][CH2:29][C:30]1[C:35](B2OC(C)(C)C(C)(C)O2)=[CH:34][C:33]([F:45])=[CH:32][C:31]=1[N:46]1[CH2:58][CH2:57][N:49]2[C:50]3[CH2:51][CH2:52][CH2:53][CH2:54][C:55]=3[CH:56]=[C:48]2[C:47]1=[O:59])(=[O:27])[CH3:26].C(=O)([O-])[O-].[Cs+].[Cs+].CC1(C)C2C(=C(P(C3C=CC=CC=3)C3C=CC=CC=3)C=CC=2)OC2C(P(C3C=CC=CC=3)C3C=CC=CC=3)=CC=CC1=2. (9) Given the product [Cl:34][C:15]1[C:16]2[C:17]3[C:26]([Cl:27])=[CH:25][C:24]4[C:23](=[O:28])[N:35]([CH2:36][CH2:37][C:38]([OH:40])=[O:39])[C:21](=[O:29])[C:20]5=[CH:30][C:31]([Cl:33])=[C:32]([C:18]=3[C:19]=45)[C:3]3[C:4]=2[C:5]2[C:10](=[CH:11][C:2]=3[Cl:1])[C:9](=[O:12])[N:35]([CH2:36][CH2:37][C:38]([OH:40])=[O:39])[C:7](=[O:13])[C:6]=2[CH:14]=1, predict the reactants needed to synthesize it. The reactants are: [Cl:1][C:2]1[C:3]2[C:32]3[C:31]([Cl:33])=[CH:30][C:20]4[C:21](=[O:29])O[C:23](=[O:28])[C:24]5=[CH:25][C:26]([Cl:27])=[C:17]([C:18]=3[C:19]=45)[C:16]3[C:4]=2[C:5]2[C:6](=[CH:14][C:15]=3[Cl:34])[C:7](=[O:13])O[C:9](=[O:12])[C:10]=2[CH:11]=1.[NH2:35][CH2:36][CH2:37][C:38]([OH:40])=[O:39]. (10) Given the product [CH3:18][O:19][CH2:20][O:1][C:2]1[CH:7]=[CH:6][C:5]([N+:8]([O-:10])=[O:9])=[CH:4][C:3]=1[O:11][CH2:22][CH:24]1[CH2:25][O:26]1, predict the reactants needed to synthesize it. The reactants are: [OH:1][C:2]1[CH:7]=[CH:6][C:5]([N+:8]([O-:10])=[O:9])=[CH:4][C:3]=1[OH:11].C(=O)([O-])[O-].[K+].[K+].[CH3:18][O:19][CH2:20]Cl.[CH2:22]([CH:24]1[O:26][CH2:25]1)Br.